From a dataset of Forward reaction prediction with 1.9M reactions from USPTO patents (1976-2016). Predict the product of the given reaction. (1) The product is: [I:1][C:2]1[CH:3]=[C:4]([CH:29]=[CH:30][CH:31]=1)[CH2:5][C@:6]([CH3:28])([C:10]([OH:11])=[O:9])[NH2:7]. Given the reactants [I:1][C:2]1[CH:3]=[C:4]([CH:29]=[CH:30][CH:31]=1)[CH2:5][C@:6]1([CH3:28])[C:10](=[O:11])[O:9][C@@H](C2C=CC=CC=2)[N:7]1C(OCC1C=CC=CC=1)=O.C[Si](C)(C)[O-].[K+].CO, predict the reaction product. (2) Given the reactants [F:1][C:2]1[CH:3]=[C:4]([C:9]2[CH:10]=[C:11]([CH2:20][O:21][S:22]([CH3:25])(=[O:24])=[O:23])[C:12](=[O:19])[N:13]([CH2:15][CH:16]([CH3:18])[CH3:17])[N:14]=2)[CH:5]=[CH:6][C:7]=1C.[F:26]C1C=C(C2C=C(CO)C(=O)N(CC(C)C)N=2)C=CC=1F, predict the reaction product. The product is: [F:1][C:2]1[CH:3]=[C:4]([C:9]2[CH:10]=[C:11]([CH2:20][O:21][S:22]([CH3:25])(=[O:24])=[O:23])[C:12](=[O:19])[N:13]([CH2:15][CH:16]([CH3:18])[CH3:17])[N:14]=2)[CH:5]=[CH:6][C:7]=1[F:26]. (3) Given the reactants [CH3:1][N:2]([C:6]1[CH:11]=[CH:10][CH:9]=[CH:8][CH:7]=1)[C:3](=[O:5])[CH3:4].[Cl:12][S:13](O)(=[O:15])=[O:14], predict the reaction product. The product is: [C:3]([N:2]([CH3:1])[C:6]1[CH:11]=[CH:10][C:9]([S:13]([Cl:12])(=[O:15])=[O:14])=[CH:8][CH:7]=1)(=[O:5])[CH3:4]. (4) Given the reactants [NH2:1][C:2]1[CH:3]=[CH:4][C:5]([F:17])=[C:6]([C@:8]2([CH3:16])[C@@H:13]([F:14])[CH2:12][O:11][C:10]([NH2:15])=[N:9]2)[CH:7]=1.[CH:18]1([CH2:21][O:22][C:23]2[N:24]=[CH:25][C:26]([C:29](O)=[O:30])=[N:27][CH:28]=2)[CH2:20][CH2:19]1, predict the reaction product. The product is: [NH2:15][C:10]1[O:11][CH2:12][C@H:13]([F:14])[C@:8]([C:6]2[CH:7]=[C:2]([NH:1][C:29]([C:26]3[CH:25]=[N:24][C:23]([O:22][CH2:21][CH:18]4[CH2:20][CH2:19]4)=[CH:28][N:27]=3)=[O:30])[CH:3]=[CH:4][C:5]=2[F:17])([CH3:16])[N:9]=1. (5) Given the reactants [Br:1][C:2]1[CH:3]=[CH:4][C:5]([NH2:11])=[C:6]([CH:10]=1)[C:7]([OH:9])=O.[F:12][C:13]1[CH:18]=[CH:17][CH:16]=[C:15]([F:19])[C:14]=1[N:20]=[C:21]=[S:22], predict the reaction product. The product is: [Br:1][C:2]1[CH:10]=[C:6]2[C:5](=[CH:4][CH:3]=1)[NH:11][C:21](=[S:22])[N:20]([C:14]1[C:15]([F:19])=[CH:16][CH:17]=[CH:18][C:13]=1[F:12])[C:7]2=[O:9]. (6) Given the reactants O[CH2:2][C:3]1([S:6]([NH:9][C:10](=[O:16])[O:11][C:12]([CH3:15])([CH3:14])[CH3:13])(=[O:8])=[O:7])[CH2:5][CH2:4]1.CCN(S(F)(F)[F:23])CC, predict the reaction product. The product is: [F:23][CH2:2][C:3]1([S:6]([NH:9][C:10](=[O:16])[O:11][C:12]([CH3:15])([CH3:14])[CH3:13])(=[O:8])=[O:7])[CH2:5][CH2:4]1. (7) Given the reactants [Cl:1][C:2]1[CH:7]=[CH:6][CH:5]=[C:4]([Cl:8])[C:3]=1[N:9]=[C:10]=[S:11].C1COCC1.[CH2:17]([NH2:20])[CH2:18][NH2:19].Cl, predict the reaction product. The product is: [NH2:19][CH2:18][CH2:17][NH:20][C:10]([NH:9][C:3]1[C:2]([Cl:1])=[CH:7][CH:6]=[CH:5][C:4]=1[Cl:8])=[S:11]. (8) Given the reactants [F:1][C:2]1[CH:36]=[CH:35][C:5]([CH2:6][N:7]2[C:19](=[O:20])[C:18]3[C:17]([O:21][Si](C(C)C)(C(C)C)C(C)C)=[C:16]4[C:11]([CH:12]=[CH:13][CH:14]=[N:15]4)=[C:10]([O:32][CH3:33])[C:9]=3[C:8]2=[O:34])=[CH:4][CH:3]=1.CO.[BH4-].[Na+], predict the reaction product. The product is: [F:1][C:2]1[CH:3]=[CH:4][C:5]([CH2:6][N:7]2[C:19](=[O:20])[C:18]3[C:17]([OH:21])=[C:16]4[C:11]([CH:12]=[CH:13][CH:14]=[N:15]4)=[C:10]([O:32][CH3:33])[C:9]=3[CH:8]2[OH:34])=[CH:35][CH:36]=1.